Task: Regression. Given two drug SMILES strings and cell line genomic features, predict the synergy score measuring deviation from expected non-interaction effect.. Dataset: NCI-60 drug combinations with 297,098 pairs across 59 cell lines (1) Drug 1: COC1=NC(=NC2=C1N=CN2C3C(C(C(O3)CO)O)O)N. Drug 2: C(CC(=O)O)C(=O)CN.Cl. Cell line: NCI-H226. Synergy scores: CSS=12.0, Synergy_ZIP=-0.385, Synergy_Bliss=4.96, Synergy_Loewe=1.93, Synergy_HSA=4.20. (2) Drug 1: C(CC(=O)O)C(=O)CN.Cl. Drug 2: C1=CN(C=N1)CC(O)(P(=O)(O)O)P(=O)(O)O. Cell line: HOP-62. Synergy scores: CSS=21.9, Synergy_ZIP=-2.71, Synergy_Bliss=2.63, Synergy_Loewe=0.535, Synergy_HSA=-2.27. (3) Drug 1: CC1=C(C=C(C=C1)NC2=NC=CC(=N2)N(C)C3=CC4=NN(C(=C4C=C3)C)C)S(=O)(=O)N.Cl. Drug 2: B(C(CC(C)C)NC(=O)C(CC1=CC=CC=C1)NC(=O)C2=NC=CN=C2)(O)O. Cell line: TK-10. Synergy scores: CSS=-4.78, Synergy_ZIP=1.54, Synergy_Bliss=-1.87, Synergy_Loewe=-2.66, Synergy_HSA=-3.11. (4) Drug 1: CC1=C(C(=CC=C1)Cl)NC(=O)C2=CN=C(S2)NC3=CC(=NC(=N3)C)N4CCN(CC4)CCO. Drug 2: CC1C(C(CC(O1)OC2CC(CC3=C2C(=C4C(=C3O)C(=O)C5=C(C4=O)C(=CC=C5)OC)O)(C(=O)CO)O)N)O.Cl. Cell line: A549. Synergy scores: CSS=44.9, Synergy_ZIP=4.11, Synergy_Bliss=6.49, Synergy_Loewe=5.72, Synergy_HSA=8.81.